Dataset: NCI-60 drug combinations with 297,098 pairs across 59 cell lines. Task: Regression. Given two drug SMILES strings and cell line genomic features, predict the synergy score measuring deviation from expected non-interaction effect. (1) Drug 1: C1=CC(=CC=C1CC(C(=O)O)N)N(CCCl)CCCl.Cl. Drug 2: C(=O)(N)NO. Cell line: HL-60(TB). Synergy scores: CSS=55.5, Synergy_ZIP=-0.940, Synergy_Bliss=2.39, Synergy_Loewe=-27.9, Synergy_HSA=0.982. (2) Cell line: SF-268. Drug 1: CC1=C2C(C(=O)C3(C(CC4C(C3C(C(C2(C)C)(CC1OC(=O)C(C(C5=CC=CC=C5)NC(=O)OC(C)(C)C)O)O)OC(=O)C6=CC=CC=C6)(CO4)OC(=O)C)OC)C)OC. Drug 2: CCC1(CC2CC(C3=C(CCN(C2)C1)C4=CC=CC=C4N3)(C5=C(C=C6C(=C5)C78CCN9C7C(C=CC9)(C(C(C8N6C=O)(C(=O)OC)O)OC(=O)C)CC)OC)C(=O)OC)O.OS(=O)(=O)O. Synergy scores: CSS=50.6, Synergy_ZIP=1.54, Synergy_Bliss=-0.612, Synergy_Loewe=-3.58, Synergy_HSA=2.73. (3) Drug 1: C1CN1P(=S)(N2CC2)N3CC3. Drug 2: CN(CCCl)CCCl.Cl. Cell line: MDA-MB-231. Synergy scores: CSS=9.08, Synergy_ZIP=-6.54, Synergy_Bliss=-5.10, Synergy_Loewe=-8.55, Synergy_HSA=-4.33. (4) Drug 1: C1=NC2=C(N1)C(=S)N=C(N2)N. Drug 2: CS(=O)(=O)OCCCCOS(=O)(=O)C. Cell line: SK-MEL-2. Synergy scores: CSS=16.5, Synergy_ZIP=-4.71, Synergy_Bliss=0.0430, Synergy_Loewe=-13.3, Synergy_HSA=-4.03.